Dataset: Catalyst prediction with 721,799 reactions and 888 catalyst types from USPTO. Task: Predict which catalyst facilitates the given reaction. Reactant: [C:1]([N:4]1[C:12]2[C:7](=[CH:8][CH:9]=[C:10]([O:13]C)[CH:11]=2)[C:6]([CH2:15][C:16]([O:18][CH3:19])=[O:17])=[CH:5]1)(=[O:3])[CH3:2].B(Br)(Br)Br. Product: [C:1]([N:4]1[C:12]2[C:7](=[CH:8][CH:9]=[C:10]([OH:13])[CH:11]=2)[C:6]([CH2:15][C:16]([O:18][CH3:19])=[O:17])=[CH:5]1)(=[O:3])[CH3:2]. The catalyst class is: 4.